From a dataset of Full USPTO retrosynthesis dataset with 1.9M reactions from patents (1976-2016). Predict the reactants needed to synthesize the given product. (1) Given the product [CH3:17][O:18][C:14]([C:3]1[C:4]2[C:9](=[CH:8][CH:7]=[CH:6][CH:5]=2)[C:10]([CH2:12][N:13]([CH2:24][C:20]2[NH:19][CH:23]=[CH:26][N:27]=2)[CH2:24][C:20]2[NH:21][CH:22]=[CH:23][N:19]=2)=[CH:11][CH:2]=1)=[O:16], predict the reactants needed to synthesize it. The reactants are: C[C:2]1[CH:11]=[C:10]([CH2:12][NH2:13])[C:9]2[C:4](=[CH:5][CH:6]=[CH:7][CH:8]=2)[C:3]=1[C:14]([OH:16])=O.[CH3:17][OH:18].[NH:19]1[CH:23]=[CH:22][N:21]=[C:20]1[CH:24]=O.[C:26]([BH3-])#[N:27].[Na+]. (2) Given the product [OH:35][CH:11]([CH3:12])[CH2:10][NH:13][C:14]([C:16]1[S:17][CH:18]=[CH:19][C:20]=1[NH:21][C:22]1[CH:27]=[CH:26][N:25]=[C:24]2[NH:28][CH:29]=[CH:30][C:23]=12)=[O:15], predict the reactants needed to synthesize it. The reactants are: C(OC(N1[CH2:12][CH2:11][CH:10]([NH:13][C:14]([C:16]2[S:17][CH:18]=[CH:19][C:20]=2[NH:21][C:22]2[CH:27]=[CH:26][N:25]=[C:24]3[NH:28][CH:29]=[CH:30][C:23]=23)=[O:15])C1)=O)(C)(C)C.NCC([OH:35])C. (3) Given the product [CH:12]([C:5]1([C:25]([OH:26])=[O:16])[CH2:11][O:10][CH2:9][CH2:8][O:7][CH2:6]1)=[CH2:13], predict the reactants needed to synthesize it. The reactants are: [N+](C[C:5]1([CH:12]=[CH2:13])[CH2:11][O:10][CH2:9][CH2:8][O:7][CH2:6]1)([O-])=O.C(O)(=[O:16])C.N([O-])=O.[Na+].Cl.CN(C)[CH:25]=[O:26]. (4) Given the product [CH:1]1[C:10]2[C:5](=[CH:6][CH:7]=[CH:8][CH:9]=2)[CH:4]=[CH:3][C:2]=1[C:11]1[CH:12]=[C:13]([NH:14][C:19]2[C:24]([N+:25]([O-:27])=[O:26])=[CH:23][CH:22]=[CH:21][N:20]=2)[CH:15]=[CH:16][CH:17]=1, predict the reactants needed to synthesize it. The reactants are: [CH:1]1[C:10]2[C:5](=[CH:6][CH:7]=[CH:8][CH:9]=2)[CH:4]=[CH:3][C:2]=1[C:11]1[CH:12]=[C:13]([CH:15]=[CH:16][CH:17]=1)[NH2:14].Cl[C:19]1[C:24]([N+:25]([O-:27])=[O:26])=[CH:23][CH:22]=[CH:21][N:20]=1.C(=O)([O-])[O-].[K+].[K+]. (5) The reactants are: C(OC([NH:8][CH2:9][C@H:10]1[CH2:15][CH2:14][C@H:13]([C:16]([NH:18][C@H:19]([C:52](=[O:65])[NH:53][C:54]2[CH:59]=[CH:58][C:57]([C:60]3[NH:64][N:63]=[N:62][N:61]=3)=[CH:56][CH:55]=2)[CH2:20][C:21]2[CH:26]=[CH:25][C:24]([C:27]3[CH:32]=[CH:31][C:30]([C:33]([NH:35][CH:36]4[CH2:41][CH2:40][N:39](C(OC(C)(C)C)=O)[CH2:38][C:37]4([CH3:50])[CH3:49])=[O:34])=[CH:29][C:28]=3[CH3:51])=[CH:23][CH:22]=2)=[O:17])[CH2:12][CH2:11]1)=O)(C)(C)C.[ClH:66]. Given the product [ClH:66].[NH2:8][CH2:9][C@H:10]1[CH2:15][CH2:14][C@H:13]([C:16]([NH:18][C@H:19]([C:52](=[O:65])[NH:53][C:54]2[CH:55]=[CH:56][C:57]([C:60]3[NH:64][N:63]=[N:62][N:61]=3)=[CH:58][CH:59]=2)[CH2:20][C:21]2[CH:22]=[CH:23][C:24]([C:27]3[CH:32]=[CH:31][C:30]([C:33]([NH:35][CH:36]4[CH2:41][CH2:40][NH:39][CH2:38][C:37]4([CH3:49])[CH3:50])=[O:34])=[CH:29][C:28]=3[CH3:51])=[CH:25][CH:26]=2)=[O:17])[CH2:12][CH2:11]1, predict the reactants needed to synthesize it. (6) Given the product [CH3:21][O:20][C@H:13]([C:14]1[CH:19]=[CH:18][CH:17]=[CH:16][CH:15]=1)[C:12]([NH:11][C:8]1[CH:9]=[C:10]2[C:5](=[CH:6][CH:7]=1)[NH:4][N:3]=[C:2]2[C:34]1[CH:35]=[CH:36][C:31]([O:30][CH:27]2[CH2:26][CH2:25][N:24]([CH3:23])[CH2:29][CH2:28]2)=[CH:32][CH:33]=1)=[O:22], predict the reactants needed to synthesize it. The reactants are: I[C:2]1[C:10]2[C:5](=[CH:6][CH:7]=[C:8]([NH:11][C:12](=[O:22])[C@H:13]([O:20][CH3:21])[C:14]3[CH:19]=[CH:18][CH:17]=[CH:16][CH:15]=3)[CH:9]=2)[NH:4][N:3]=1.[CH3:23][N:24]1[CH2:29][CH2:28][CH:27]([O:30][C:31]2[CH:36]=[CH:35][C:34](B3OC(C)(C)C(C)(C)O3)=[CH:33][CH:32]=2)[CH2:26][CH2:25]1.C(Cl)Cl.C([O-])([O-])=O.[Na+].[Na+]. (7) Given the product [ClH:16].[Cl:17][C:12]1[CH:11]=[C:10]([CH:9]2[O:8][CH2:7][CH2:6][NH:5][CH2:4][CH:3]2[CH2:2][NH:1][C:28]([NH:27][CH2:25][CH3:26])=[O:29])[CH:15]=[CH:14][C:13]=1[Cl:16], predict the reactants needed to synthesize it. The reactants are: [NH2:1][CH2:2][CH:3]1[CH:9]([C:10]2[CH:15]=[CH:14][C:13]([Cl:16])=[C:12]([Cl:17])[CH:11]=2)[O:8][CH2:7][CH2:6][N:5](C(OC(C)(C)C)=O)[CH2:4]1.[CH2:25]([N:27]=[C:28]=[O:29])[CH3:26].